This data is from Reaction yield outcomes from USPTO patents with 853,638 reactions. The task is: Predict the reaction yield, written as a fraction of the theoretical maximum amount of product (1.0 means a 100% yield; for example, 0.34 means a 34% yield). (1) The reactants are Br[C:2]1[C:10]([F:11])=[CH:9][C:8]([C:12]#[N:13])=[C:7]2[C:3]=1[C:4]([CH3:15])=[C:5]([CH3:14])[NH:6]2.[NH:16]1[CH2:21][CH2:20][CH2:19][C@H:18]([NH:22][C:23](=[O:32])[O:24][CH2:25][C:26]2[CH:31]=[CH:30][CH:29]=[CH:28][CH:27]=2)[CH2:17]1.C1C=CC(P(C2C(C3C(P(C4C=CC=CC=4)C4C=CC=CC=4)=CC=C4C=3C=CC=C4)=C3C(C=CC=C3)=CC=2)C2C=CC=CC=2)=CC=1. The catalyst is O1CCOCC1.C1C=CC(/C=C/C(/C=C/C2C=CC=CC=2)=O)=CC=1.C1C=CC(/C=C/C(/C=C/C2C=CC=CC=2)=O)=CC=1.C1C=CC(/C=C/C(/C=C/C2C=CC=CC=2)=O)=CC=1.[Pd].[Pd]. The product is [C:12]([C:8]1[CH:9]=[C:10]([F:11])[C:2]([N:16]2[CH2:21][CH2:20][CH2:19][C@H:18]([NH:22][C:23](=[O:32])[O:24][CH2:25][C:26]3[CH:31]=[CH:30][CH:29]=[CH:28][CH:27]=3)[CH2:17]2)=[C:3]2[C:7]=1[NH:6][C:5]([CH3:14])=[C:4]2[CH3:15])#[N:13]. The yield is 0.290. (2) The reactants are Cl.Cl.[NH2:3][CH2:4][C@@:5]1([OH:13])[CH:10]2[CH2:11][CH2:12][N:7]([CH2:8][CH2:9]2)[CH2:6]1.[N:14]1([C:19]2[N:24]=[CH:23][N:22]=[C:21]([N:25]=[C:26](SC)SC)[CH:20]=2)[CH:18]=[CH:17][N:16]=[CH:15]1.C(=O)([O-])[O-].[Cs+].[Cs+]. The catalyst is CN(C=O)C. The product is [N:14]1([C:19]2[N:24]=[CH:23][N:22]=[C:21]([NH:25][C:26]3[O:13][C@:5]4([CH2:4][N:3]=3)[CH:10]3[CH2:9][CH2:8][N:7]([CH2:12][CH2:11]3)[CH2:6]4)[CH:20]=2)[CH:18]=[CH:17][N:16]=[CH:15]1. The yield is 0.830. (3) The reactants are [CH:1]([O:4][C:5]1[CH:6]=[C:7]([CH:11]=[CH:12][CH:13]=1)[C:8]([OH:10])=O)([CH3:3])[CH3:2].C(Cl)(=O)C(Cl)=O.O1CCCC1.[NH2:25][C:26]1[CH:27]=[C:28]([CH:45]=[CH:46][CH:47]=1)[O:29][C:30]1[CH:31]=[CH:32][C:33]2[N:34]([CH:36]=[C:37]([NH:39][C:40]([CH:42]3[CH2:44][CH2:43]3)=[O:41])[N:38]=2)[N:35]=1. The catalyst is CN(C)C=O.CN(C)C(=O)C. The product is [CH:42]1([C:40]([NH:39][C:37]2[N:38]=[C:33]3[CH:32]=[CH:31][C:30]([O:29][C:28]4[CH:27]=[C:26]([NH:25][C:8](=[O:10])[C:7]5[CH:11]=[CH:12][CH:13]=[C:5]([O:4][CH:1]([CH3:2])[CH3:3])[CH:6]=5)[CH:47]=[CH:46][CH:45]=4)=[N:35][N:34]3[CH:36]=2)=[O:41])[CH2:43][CH2:44]1. The yield is 0.670.